The task is: Regression. Given a peptide amino acid sequence and an MHC pseudo amino acid sequence, predict their binding affinity value. This is MHC class II binding data.. This data is from Peptide-MHC class II binding affinity with 134,281 pairs from IEDB. (1) The peptide sequence is FVAGAKYMVIQGEPG. The MHC is HLA-DQA10501-DQB10301 with pseudo-sequence HLA-DQA10501-DQB10301. The binding affinity (normalized) is 0.689. (2) The peptide sequence is WIEQAGPEYW. The MHC is HLA-DQA10501-DQB10201 with pseudo-sequence HLA-DQA10501-DQB10201. The binding affinity (normalized) is 0.490. (3) The peptide sequence is AAATAGTTVYGAFYA. The MHC is HLA-DQA10102-DQB10602 with pseudo-sequence HLA-DQA10102-DQB10602. The binding affinity (normalized) is 0.844. (4) The peptide sequence is LKKLVFGYRKPLDNI. The MHC is HLA-DPA10103-DPB10401 with pseudo-sequence HLA-DPA10103-DPB10401. The binding affinity (normalized) is 0.299.